Dataset: Reaction yield outcomes from USPTO patents with 853,638 reactions. Task: Predict the reaction yield, written as a fraction of the theoretical maximum amount of product (1.0 means a 100% yield; for example, 0.34 means a 34% yield). (1) The reactants are [OH:1][C:2]1[CH:7]=[C:6]([O:8][CH3:9])[CH:5]=[CH:4][C:3]=1[C:10]([C:12]1[CH:17]=[CH:16][C:15]([O:18][CH2:19][C:20]2[N:21]=[C:22]([C:26]3[CH:31]=[CH:30][CH:29]=[CH:28][CH:27]=3)[O:23][C:24]=2[CH3:25])=[CH:14][CH:13]=1)=[O:11].Br[CH:33]([CH2:39][CH2:40][CH3:41])[C:34]([O:36]CC)=[O:35].C(=O)([O-])[O-].[K+].[K+].CN(C)C=O. The catalyst is O. The product is [CH3:9][O:8][C:6]1[CH:5]=[CH:4][C:3]([C:10](=[O:11])[C:12]2[CH:13]=[CH:14][C:15]([O:18][CH2:19][C:20]3[N:21]=[C:22]([C:26]4[CH:27]=[CH:28][CH:29]=[CH:30][CH:31]=4)[O:23][C:24]=3[CH3:25])=[CH:16][CH:17]=2)=[C:2]([CH:7]=1)[O:1][CH:33]([CH2:39][CH2:40][CH3:41])[C:34]([OH:36])=[O:35]. The yield is 0.870. (2) The reactants are [CH:1]([O:8][CH2:9][CH3:10])(OCC)OCC.C(O[C@@H:15]1[C@H:21]2[C@H:22]3[C@H:31]([CH2:32][CH2:33][C@:18]2([CH2:19][CH3:20])[C:17](=[O:35])[CH2:16]1)[C@@H:30]1[C:25](=[CH:26]C(=O)[CH2:28][CH2:29]1)[CH2:24][CH2:23]3)(=O)C.C(NC(C)C)(C)C.O. The catalyst is CCO.C1(C)C=CC(S(O)(=O)=O)=CC=1. The product is [CH2:9]([O:8][C:1]1[CH2:28][CH2:29][C@H:30]2[C:25](=[CH:24][CH2:23][C@@H:22]3[C@@H:31]2[CH2:32][CH2:33][C@@:18]2([CH2:19][CH3:20])[C@H:21]3[CH:15]=[CH:16][C:17]2=[O:35])[CH:26]=1)[CH3:10]. The yield is 0.710. (3) The reactants are [C:1]([O:10]C)(=O)[C:2]1[C:3](=[CH:5][CH:6]=[CH:7][CH:8]=1)[SH:4].[O:12]1[CH:16]=[CH:15][CH:14]=[C:13]1[C:17]#[N:18].C(N(CC)CC)C. The catalyst is C1(C)C=CC=CC=1. The product is [O:12]1[CH:16]=[CH:15][CH:14]=[C:13]1[C:17]1[S:4][C:3]2[CH:5]=[CH:6][CH:7]=[CH:8][C:2]=2[C:1](=[O:10])[N:18]=1. The yield is 0.190. (4) The reactants are [Cl:1][C:2]1[N:7]=[C:6]([CH2:8][C:9]([C:11]2[C:12]([F:29])=[C:13]([NH:17][S:18]([C:21]3[C:26]([F:27])=[CH:25][CH:24]=[CH:23][C:22]=3[F:28])(=[O:20])=[O:19])[CH:14]=[CH:15][CH:16]=2)=O)[CH:5]=[CH:4][N:3]=1.ClCCl.BrN1C(=O)CCC1=O.[CH3:41][C:42]([CH3:47])([CH3:46])[C:43](=[S:45])[NH2:44]. The catalyst is C(OCC)(=O)C.O. The product is [Cl:1][C:2]1[N:7]=[C:6]([C:8]2[S:45][C:43]([C:42]([CH3:47])([CH3:46])[CH3:41])=[N:44][C:9]=2[C:11]2[C:12]([F:29])=[C:13]([NH:17][S:18]([C:21]3[C:26]([F:27])=[CH:25][CH:24]=[CH:23][C:22]=3[F:28])(=[O:20])=[O:19])[CH:14]=[CH:15][CH:16]=2)[CH:5]=[CH:4][N:3]=1. The yield is 0.800. (5) The reactants are COC[O:4][C:5]1[CH:6]=[C:7]([CH:11]=[C:12]([O:23]COC)[C:13]=1[CH2:14]/[CH:15]=[CH:16]/[C:17]1[CH:22]=[CH:21][CH:20]=[CH:19][CH:18]=1)[C:8]([OH:10])=[O:9].OS(O)(=O)=O.[CH3:32]O. No catalyst specified. The product is [CH3:32][O:10][C:8](=[O:9])[C:7]1[CH:6]=[C:5]([OH:4])[C:13]([CH2:14]/[CH:15]=[CH:16]/[C:17]2[CH:22]=[CH:21][CH:20]=[CH:19][CH:18]=2)=[C:12]([OH:23])[CH:11]=1. The yield is 0.730. (6) The reactants are Br[CH2:2][CH2:3][NH:4][S:5]([C:8]1[CH:13]=[CH:12][C:11]([Cl:14])=[CH:10][CH:9]=1)(=[O:7])=[O:6].C([SnH](CCCC)CCCC)CCC.N(C(C)(C)C#N)=NC(C)(C)C#N. The catalyst is C1C=CC=CC=1. The product is [Cl:14][C:11]1[CH:10]=[CH:9][C:8]2[S:5](=[O:7])(=[O:6])[NH:4][CH2:3][CH2:2][C:13]=2[CH:12]=1. The yield is 0.0400.